This data is from Full USPTO retrosynthesis dataset with 1.9M reactions from patents (1976-2016). The task is: Predict the reactants needed to synthesize the given product. (1) Given the product [C:9]([O:13][C:14]([N:16]1[CH2:17][CH2:18][CH:19]([N:22]2[CH:26]=[C:25]([C:6]3[CH:5]=[N:4][CH:3]=[C:2]([Br:1])[CH:7]=3)[CH:24]=[N:23]2)[CH2:20][CH2:21]1)=[O:15])([CH3:12])([CH3:10])[CH3:11], predict the reactants needed to synthesize it. The reactants are: [Br:1][C:2]1[CH:3]=[N:4][CH:5]=[C:6](I)[CH:7]=1.[C:9]([O:13][C:14]([N:16]1[CH2:21][CH2:20][CH:19]([N:22]2[CH:26]=[C:25](B3OC(C)(C)C(C)(C)O3)[CH:24]=[N:23]2)[CH2:18][CH2:17]1)=[O:15])([CH3:12])([CH3:11])[CH3:10].O.O.O.P([O-])([O-])([O-])=O.[K+].[K+].[K+].C(N(CC)CC)C. (2) Given the product [CH3:1][O:2][C:3]([C:5]1[CH:13]=[C:12]2[C:8]([C:9]([CH:35]3[CH2:40][CH2:39][CH2:38][CH2:37][CH2:36]3)=[C:10]([C:18]3[CH:19]=[C:20]4[C:25](=[CH:26][CH:27]=3)[N:24]=[C:23]([C:28]3[S:32][C:31]([CH3:33])=[N:30][C:29]=3[CH3:34])[CH:22]=[CH:21]4)[N:11]2[CH2:14][C:15](=[O:17])[N:51]([CH3:52])[CH3:50])=[CH:7][CH:6]=1)=[O:4], predict the reactants needed to synthesize it. The reactants are: [CH3:1][O:2][C:3]([C:5]1[CH:13]=[C:12]2[C:8]([C:9]([CH:35]3[CH2:40][CH2:39][CH2:38][CH2:37][CH2:36]3)=[C:10]([C:18]3[CH:19]=[C:20]4[C:25](=[CH:26][CH:27]=3)[N:24]=[C:23]([C:28]3[S:32][C:31]([CH3:33])=[N:30][C:29]=3[CH3:34])[CH:22]=[CH:21]4)[N:11]2[CH2:14][C:15]([OH:17])=O)=[CH:7][CH:6]=1)=[O:4].COC(C1C=[C:52]2C(C(C3CCCCC3)=[C:50](Br)[N:51]2CC(N2CCOCC2)=O)=CC=1)=O.N1CCOCC1.CNC. (3) Given the product [Cl:23][C:24]1[N:25]=[N:26][C:27]([NH:22][CH:9]2[CH:8]([C:5]3[CH:6]=[CH:7][C:2]([F:1])=[CH:3][CH:4]=3)[CH2:12][N:11]([S:13]([C:16]3[N:17]=[CH:18][N:19]([CH3:21])[CH:20]=3)(=[O:15])=[O:14])[CH2:10]2)=[CH:28][CH:29]=1, predict the reactants needed to synthesize it. The reactants are: [F:1][C:2]1[CH:7]=[CH:6][C:5]([CH:8]2[CH2:12][N:11]([S:13]([C:16]3[N:17]=[CH:18][N:19]([CH3:21])[CH:20]=3)(=[O:15])=[O:14])[CH2:10][CH:9]2[NH2:22])=[CH:4][CH:3]=1.[Cl:23][C:24]1[N:25]=[N:26][C:27](Cl)=[CH:28][CH:29]=1.C(N(CC)C(C)C)(C)C. (4) Given the product [Br:1][C:2]1[CH:25]=[CH:24][C:5]([C:6]2[N:12]([CH2:13][C@@H:14]3[CH2:18][CH2:17][N:16]([C:19]([CH:21]4[CH2:23][CH2:22]4)=[O:20])[CH2:15]3)[C:10](=[O:11])[NH:9][N:8]=2)=[C:4]([Cl:26])[CH:3]=1, predict the reactants needed to synthesize it. The reactants are: [Br:1][C:2]1[CH:25]=[CH:24][C:5]([C:6]([NH:8][NH:9][C:10]([NH:12][CH2:13][C@@H:14]2[CH2:18][CH2:17][N:16]([C:19]([CH:21]3[CH2:23][CH2:22]3)=[O:20])[CH2:15]2)=[O:11])=O)=[C:4]([Cl:26])[CH:3]=1. (5) The reactants are: CN1C=CN=C1.[CH:7]1([CH2:12][C@H:13]([CH2:30][N:31]([CH:39]=[O:40])[O:32][CH:33]2[CH2:38][CH2:37][CH2:36][CH2:35][O:34]2)[C:14]([N:16]2[CH:20]([C:21]([OH:23])=O)[CH2:19][CH2:18][N:17]2[C:24]([O:26][CH2:27][CH:28]=[CH2:29])=[O:25])=[O:15])[CH2:11][CH2:10][CH2:9][CH2:8]1.S(Cl)(C)(=O)=O.[CH3:46][O:47][C:48]1[CH:49]=[N:50][C:51]([NH2:54])=[N:52][CH:53]=1. Given the product [CH:7]1([CH2:12][C@H:13]([CH2:30][N:31]([CH:39]=[O:40])[O:32][CH:33]2[CH2:38][CH2:37][CH2:36][CH2:35][O:34]2)[C:14]([N:16]2[C@H:20]([C:21]([NH:54][C:51]3[N:52]=[CH:53][C:48]([O:47][CH3:46])=[CH:49][N:50]=3)=[O:23])[CH2:19][CH2:18][N:17]2[C:24]([O:26][CH2:27][CH:28]=[CH2:29])=[O:25])=[O:15])[CH2:11][CH2:10][CH2:9][CH2:8]1, predict the reactants needed to synthesize it. (6) Given the product [Cl:1][C:2]1[C:3]([CH3:13])=[CH:4][C:5]([F:12])=[C:6]([CH:11]=1)[C:7]([OH:9])=[O:8], predict the reactants needed to synthesize it. The reactants are: [Cl:1][C:2]1[C:3]([CH3:13])=[CH:4][C:5]([F:12])=[C:6]([CH:11]=1)[C:7]([O:9]C)=[O:8].[OH-].[Na+]. (7) Given the product [O:3]=[C:4]1[CH2:13][CH2:12][CH2:11][C@@H:10]2[N:5]1[CH2:6][C@H:7]([C:14]([OH:16])=[O:15])[CH2:8][CH2:9]2, predict the reactants needed to synthesize it. The reactants are: [Li+].[OH-].[O:3]=[C:4]1[CH2:13][CH2:12][CH2:11][C@@H:10]2[N:5]1[CH2:6][C@H:7]([C:14]([O:16]C)=[O:15])[CH2:8][CH2:9]2.